From a dataset of Peptide-MHC class II binding affinity with 134,281 pairs from IEDB. Regression. Given a peptide amino acid sequence and an MHC pseudo amino acid sequence, predict their binding affinity value. This is MHC class II binding data. (1) The binding affinity (normalized) is 0. The MHC is DRB1_0301 with pseudo-sequence DRB1_0301. The peptide sequence is NVKYLVIVFLIFFDL. (2) The peptide sequence is IARLPQVASYVYRRI. The MHC is DRB3_0101 with pseudo-sequence DRB3_0101. The binding affinity (normalized) is 0.219. (3) The peptide sequence is FDPYGATKSATPESA. The MHC is HLA-DQA10301-DQB10302 with pseudo-sequence HLA-DQA10301-DQB10302. The binding affinity (normalized) is 0.376. (4) The peptide sequence is FGHDGTVWAQSADFP. The MHC is DRB1_1501 with pseudo-sequence DRB1_1501. The binding affinity (normalized) is 0.0887. (5) The peptide sequence is EKKWFAATQFEPLAA. The MHC is HLA-DPA10201-DPB10101 with pseudo-sequence HLA-DPA10201-DPB10101. The binding affinity (normalized) is 0.922. (6) The peptide sequence is QWHKEGSSIGKLFTQHHHHHH. The MHC is DRB3_0301 with pseudo-sequence DRB3_0301. The binding affinity (normalized) is 0.312. (7) The peptide sequence is LKMVEPWLKNNQFCIKV. The MHC is DRB1_0802 with pseudo-sequence DRB1_0802. The binding affinity (normalized) is 0.490.